Dataset: Catalyst prediction with 721,799 reactions and 888 catalyst types from USPTO. Task: Predict which catalyst facilitates the given reaction. (1) Reactant: C(OC(=O)[NH:7][C:8]1[CH:13]=[C:12]([N:14]([CH:16]([CH3:18])[CH3:17])[CH3:15])[C:11]([C:19]([F:22])([F:21])[F:20])=[CH:10][C:9]=1[NH:23][C:24](=[O:47])[CH2:25][C:26](=O)[C:27]1[CH:32]=[CH:31][CH:30]=[C:29]([N:33]2[C:37]([CH2:38][O:39]C3CCCCO3)=[CH:36][N:35]=[N:34]2)[CH:28]=1)(C)(C)C.C(O)(C(F)(F)F)=O. Product: [OH:39][CH2:38][C:37]1[N:33]([C:29]2[CH:28]=[C:27]([C:26]3[CH2:25][C:24](=[O:47])[NH:23][C:9]4[CH:10]=[C:11]([C:19]([F:21])([F:20])[F:22])[C:12]([N:14]([CH:16]([CH3:18])[CH3:17])[CH3:15])=[CH:13][C:8]=4[N:7]=3)[CH:32]=[CH:31][CH:30]=2)[N:34]=[N:35][CH:36]=1. The catalyst class is: 2. (2) Reactant: S(Cl)(Cl)=O.[F:5][C:6]1[CH:11]=[CH:10][C:9]([CH:12]([C:14]2[CH:19]=[CH:18][CH:17]=[CH:16][CH:15]=2)O)=[CH:8][CH:7]=1.C(=O)([O-])O.[Na+].[NH:25]1[CH2:30][CH2:29][NH:28][CH2:27][CH2:26]1.[I-].[K+].C(=O)([O-])[O-].[K+].[K+]. Product: [F:5][C:6]1[CH:11]=[CH:10][C:9]([CH:12]([C:14]2[CH:19]=[CH:18][CH:17]=[CH:16][CH:15]=2)[N:25]2[CH2:30][CH2:29][NH:28][CH2:27][CH2:26]2)=[CH:8][CH:7]=1. The catalyst class is: 69. (3) Reactant: C[O:2][C:3]([C:5]1[C:10]2[N:11]=[CH:12][NH:13][C:9]=2[CH:8]=[CH:7][CH:6]=1)=O.O.[NH2:15][NH2:16].O. Product: [N:11]1[C:10]2[C:5]([C:3]([NH:15][NH2:16])=[O:2])=[CH:6][CH:7]=[CH:8][C:9]=2[NH:13][CH:12]=1. The catalyst class is: 14. (4) Reactant: [O:1]=[C:2]1[CH2:7][CH:6]([C:8]([O:10][CH3:11])=[O:9])[CH2:5][CH:4]([C:12]([O:14][CH3:15])=[O:13])[CH2:3]1.[CH2:16](O)[CH2:17][OH:18].CC1C=CC(S(O)(=O)=O)=CC=1. Product: [O:18]1[C:2]2([CH2:3][CH:4]([C:12]([O:14][CH3:15])=[O:13])[CH2:5][CH:6]([C:8]([O:10][CH3:11])=[O:9])[CH2:7]2)[O:1][CH2:16][CH2:17]1. The catalyst class is: 11. (5) Reactant: Br[C:2]1[C:7](=[O:8])[N:6]([CH3:9])[CH:5]=[C:4]([C:10]([O:12][CH3:13])=[O:11])[CH:3]=1.C([Sn](CCCC)(CCCC)[C:19]1[CH:24]=[CH:23][CH:22]=[CH:21][N:20]=1)CCC. Product: [CH3:9][N:6]1[C:7](=[O:8])[C:2]([C:19]2[CH:24]=[CH:23][CH:22]=[CH:21][N:20]=2)=[CH:3][C:4]([C:10]([O:12][CH3:13])=[O:11])=[CH:5]1. The catalyst class is: 70.